Predict the reactants needed to synthesize the given product. From a dataset of Full USPTO retrosynthesis dataset with 1.9M reactions from patents (1976-2016). Given the product [C:1]([O:4][C@H:5]1[CH2:10][CH2:9][C@@:8]([C@H:12]2[CH2:29][CH2:28][C@@:27]3([CH3:30])[C@@H:14]([CH2:15][C@H:16]4[C@@H:26]3[C@H:25]([CH3:31])[C@@:18]3([CH2:23][CH2:22][C@@H:21]([CH3:24])[CH2:20][O:19]3)[O:17]4)[C@@H:13]2[CH2:32][OH:33])([CH3:11])[C@@H:7]([CH2:34][OH:35])[CH2:6]1)(=[O:3])[CH3:2], predict the reactants needed to synthesize it. The reactants are: [C:1]([O:4][C@H:5]1[CH2:10][CH2:9][C@@:8]([C@H:12]2[CH2:29][CH2:28][C@@:27]3([CH3:30])[C@@H:14]([CH2:15][C@H:16]4[C@@H:26]3[C@H:25]([CH3:31])[C@@:18]3([CH2:23][CH2:22][C@@H:21]([CH3:24])[CH2:20][O:19]3)[O:17]4)[C@@H:13]2[CH:32]=[O:33])([CH3:11])[C@@H:7]([CH:34]=[O:35])[CH2:6]1)(=[O:3])[CH3:2].[BH4-].[Na+].